Predict the product of the given reaction. From a dataset of Forward reaction prediction with 1.9M reactions from USPTO patents (1976-2016). (1) Given the reactants [CH3:1][N:2]1[CH2:7][CH2:6][CH:5]([NH:8][C:9]2[C:10]([NH2:18])=[CH:11][C:12]([N+:15]([O-:17])=[O:16])=[CH:13][CH:14]=2)[CH2:4][CH2:3]1.[CH2:19]([O:21][C:22]1[CH:27]=[CH:26][C:25]([CH2:28][C:29](O)=[O:30])=[CH:24][CH:23]=1)[CH3:20].C(OC1C=CC2C(=CC=CC=2)N1C(OCC)=O)C, predict the reaction product. The product is: [CH2:19]([O:21][C:22]1[CH:27]=[CH:26][C:25]([CH2:28][C:29]([NH:18][C:10]2[CH:11]=[C:12]([N+:15]([O-:17])=[O:16])[CH:13]=[CH:14][C:9]=2[NH:8][CH:5]2[CH2:6][CH2:7][N:2]([CH3:1])[CH2:3][CH2:4]2)=[O:30])=[CH:24][CH:23]=1)[CH3:20]. (2) Given the reactants Cl.[Cl:2][CH2:3][CH2:4][NH:5][CH2:6][CH2:7][Cl:8].[CH3:9][C:10]([O:13][C:14](O[C:14]([O:13][C:10]([CH3:12])([CH3:11])[CH3:9])=[O:15])=[O:15])([CH3:12])[CH3:11], predict the reaction product. The product is: [C:10]([O:13][C:14](=[O:15])[N:5]([CH2:6][CH2:7][Cl:8])[CH2:4][CH2:3][Cl:2])([CH3:12])([CH3:11])[CH3:9]. (3) Given the reactants [CH3:1][C:2]1[C:7]([N+:8]([O-])=O)=[CH:6][CH:5]=[CH:4][C:3]=1[N:11]([CH2:33][C:34]1[CH:41]=[CH:40][C:37]([C:38]#[N:39])=[CH:36][CH:35]=1)[CH2:12][C:13]1[CH:18]=[CH:17][C:16]([O:19][C:20]2[CH:25]=[CH:24][CH:23]=[C:22]([O:26][CH2:27][CH:28]3[CH2:32][CH2:31][O:30][CH2:29]3)[CH:21]=2)=[CH:15][CH:14]=1.[Cl-].[NH4+], predict the reaction product. The product is: [NH2:8][C:7]1[C:2]([CH3:1])=[C:3]([N:11]([CH2:33][C:34]2[CH:35]=[CH:36][C:37]([C:38]#[N:39])=[CH:40][CH:41]=2)[CH2:12][C:13]2[CH:14]=[CH:15][C:16]([O:19][C:20]3[CH:25]=[CH:24][CH:23]=[C:22]([O:26][CH2:27][CH:28]4[CH2:32][CH2:31][O:30][CH2:29]4)[CH:21]=3)=[CH:17][CH:18]=2)[CH:4]=[CH:5][CH:6]=1. (4) Given the reactants C(O[C:5](=[O:7])[CH3:6])(=O)C.[CH2:8]([C:10]1[CH:16]=[CH:15][C:13]([NH2:14])=[CH:12][CH:11]=1)[CH3:9], predict the reaction product. The product is: [CH2:8]([C:10]1[CH:16]=[CH:15][C:13]([NH:14][C:5](=[O:7])[CH3:6])=[CH:12][CH:11]=1)[CH3:9].